From a dataset of Forward reaction prediction with 1.9M reactions from USPTO patents (1976-2016). Predict the product of the given reaction. Given the reactants [CH2:1]([O:8][C:9]1[CH:14]=[CH:13][C:12]([C:15]2[NH:36][C:18]3=[N:19][CH:20]=[C:21]([CH:23]4[CH2:28][CH2:27][N:26](C(OC(C)(C)C)=O)[CH2:25][CH2:24]4)[CH:22]=[C:17]3[N:16]=2)=[CH:11][C:10]=1Br)[C:2]1[CH:7]=[CH:6][CH:5]=[CH:4][CH:3]=1.[N:38]1[CH:43]=[CH:42][CH:41]=[C:40](B(O)O)[CH:39]=1.C([O-])([O-])=O.[K+].[K+].O, predict the reaction product. The product is: [CH2:1]([O:8][C:9]1[CH:14]=[CH:13][C:12]([C:15]2[NH:36][C:18]3=[N:19][CH:20]=[C:21]([CH:23]4[CH2:28][CH2:27][NH:26][CH2:25][CH2:24]4)[CH:22]=[C:17]3[N:16]=2)=[CH:11][C:10]=1[C:40]1[CH:39]=[N:38][CH:43]=[CH:42][CH:41]=1)[C:2]1[CH:3]=[CH:4][CH:5]=[CH:6][CH:7]=1.